This data is from Cav3 T-type calcium channel HTS with 100,875 compounds. The task is: Binary Classification. Given a drug SMILES string, predict its activity (active/inactive) in a high-throughput screening assay against a specified biological target. The compound is S=c1n(CCC=2CCCCC2)c(=O)c2c([nH]1)nccc2. The result is 0 (inactive).